From a dataset of NCI-60 drug combinations with 297,098 pairs across 59 cell lines. Regression. Given two drug SMILES strings and cell line genomic features, predict the synergy score measuring deviation from expected non-interaction effect. Drug 1: CC1=C(N=C(N=C1N)C(CC(=O)N)NCC(C(=O)N)N)C(=O)NC(C(C2=CN=CN2)OC3C(C(C(C(O3)CO)O)O)OC4C(C(C(C(O4)CO)O)OC(=O)N)O)C(=O)NC(C)C(C(C)C(=O)NC(C(C)O)C(=O)NCCC5=NC(=CS5)C6=NC(=CS6)C(=O)NCCC[S+](C)C)O. Drug 2: C(CC(=O)O)C(=O)CN.Cl. Cell line: HOP-92. Synergy scores: CSS=22.6, Synergy_ZIP=-5.25, Synergy_Bliss=-4.73, Synergy_Loewe=-2.93, Synergy_HSA=-0.491.